This data is from Reaction yield outcomes from USPTO patents with 853,638 reactions. The task is: Predict the reaction yield, written as a fraction of the theoretical maximum amount of product (1.0 means a 100% yield; for example, 0.34 means a 34% yield). The reactants are [C:1]([NH:4][C:5]1S[C:8]2[CH:10]=[CH:11][CH:12]=[CH:13][CH:14]=[CH:15][CH:16]=[CH:17][CH:18]=[CH:19][C:7]=2[C:6]=1[C:20]([O:22][CH2:23][CH3:24])=[O:21])(=[O:3])[CH3:2]. The catalyst is [Ni]. The product is [CH2:23]([O:22][C:20](=[O:21])[CH:6]([CH:7]1[CH2:19][CH2:18][CH2:17][CH2:16][CH2:15][CH2:14][CH2:13][CH2:12][CH2:11][CH2:10][CH2:8]1)[CH2:5][NH:4][C:1](=[O:3])[CH3:2])[CH3:24]. The yield is 0.985.